Dataset: Catalyst prediction with 721,799 reactions and 888 catalyst types from USPTO. Task: Predict which catalyst facilitates the given reaction. Reactant: [CH3:1][O:2][C:3]1[CH:11]=[C:10]2[C:6]([CH2:7][CH:8]([CH2:13][C:14]3[CH:15]=[N:16][CH:17]=[CH:18][CH:19]=3)[C:9]2=[O:12])=[CH:5][C:4]=1[N:20]1[CH2:25][CH2:24][N:23]([CH3:26])[CH2:22][CH2:21]1.CC1C=CC(S(O)(=O)=O)=CC=1.[F:38][C:39]([F:47])([F:46])[C:40]([C:42]([F:45])([F:44])[F:43])=[O:41]. Product: [F:38][C:39]([F:47])([F:46])[C:40]([C:18]1[CH:19]=[C:14]([CH2:13][CH:8]2[CH2:7][C:6]3[C:10](=[CH:11][C:3]([O:2][CH3:1])=[C:4]([N:20]4[CH2:21][CH2:22][N:23]([CH3:26])[CH2:24][CH2:25]4)[CH:5]=3)[C:9]2=[O:12])[CH:15]=[N:16][CH:17]=1)([OH:41])[C:42]([F:45])([F:44])[F:43]. The catalyst class is: 93.